Task: Predict which catalyst facilitates the given reaction.. Dataset: Catalyst prediction with 721,799 reactions and 888 catalyst types from USPTO Reactant: [CH3:1][O:2][C:3]1[CH:8]=[CH:7][C:6]([C:9]2[C:17]3[C:16]([O:18][C:19]4[CH:20]=[C:21]([CH:23]=[CH:24][CH:25]=4)[NH2:22])=[N:15][CH:14]=[N:13][C:12]=3[O:11][C:10]=2[C:26]2[CH:31]=[CH:30][CH:29]=[CH:28][CH:27]=2)=[CH:5][CH:4]=1.[CH3:32][O:33][C:34](=[O:37])[CH2:35]Br.C(=O)([O-])[O-].[Cs+].[Cs+]. Product: [CH3:32][O:33][C:34](=[O:37])[CH2:35][NH:22][C:21]1[CH:23]=[CH:24][CH:25]=[C:19]([O:18][C:16]2[C:17]3[C:9]([C:6]4[CH:5]=[CH:4][C:3]([O:2][CH3:1])=[CH:8][CH:7]=4)=[C:10]([C:26]4[CH:31]=[CH:30][CH:29]=[CH:28][CH:27]=4)[O:11][C:12]=3[N:13]=[CH:14][N:15]=2)[CH:20]=1. The catalyst class is: 21.